From a dataset of Forward reaction prediction with 1.9M reactions from USPTO patents (1976-2016). Predict the product of the given reaction. The product is: [F:1][C:2]1[C:32]([F:33])=[CH:31][C:5]2[N:6]([CH3:37])[C:7]([CH2:9][CH:10]3[CH2:15][CH2:14][CH2:13][CH2:12][N:11]3[C:16]([C:18]3[N:19]=[C:20]([CH3:30])[S:21][C:22]=3[C:23]3[CH:28]=[CH:27][C:26]([F:29])=[CH:25][CH:24]=3)=[O:17])=[N:8][C:4]=2[CH:3]=1. Given the reactants [F:1][C:2]1[C:32]([F:33])=[CH:31][C:5]2[NH:6][C:7]([CH2:9][CH:10]3[CH2:15][CH2:14][CH2:13][CH2:12][N:11]3[C:16]([C:18]3[N:19]=[C:20]([CH3:30])[S:21][C:22]=3[C:23]3[CH:28]=[CH:27][C:26]([F:29])=[CH:25][CH:24]=3)=[O:17])=[N:8][C:4]=2[CH:3]=1.[H-].[Na+].I[CH3:37].O, predict the reaction product.